This data is from Catalyst prediction with 721,799 reactions and 888 catalyst types from USPTO. The task is: Predict which catalyst facilitates the given reaction. (1) Reactant: [CH3:1][O:2][C:3]1[CH:18]=[CH:17][C:6]([CH2:7][N:8]2[CH2:14][CH:13]([CH3:15])[CH2:12][O:11][CH2:10][C:9]2=O)=[CH:5][CH:4]=1.CO.[OH-].[Na+]. Product: [CH3:1][O:2][C:3]1[CH:4]=[CH:5][C:6]([CH2:7][N:8]2[CH2:14][CH:13]([CH3:15])[CH2:12][O:11][CH2:10][CH2:9]2)=[CH:17][CH:18]=1. The catalyst class is: 7. (2) Reactant: O1C[CH2:4][CH2:3][CH2:2]1.C([Mg]Br)CC.[C:11]([C:15]1[CH2:19][CH2:18][C:17](=O)[CH:16]=1)([CH3:14])([CH3:13])[CH3:12].Cl. The catalyst class is: 27. Product: [CH2:2]([C:18]1[CH2:17][CH:16]=[C:15]([C:11]([CH3:14])([CH3:13])[CH3:12])[CH:19]=1)[CH2:3][CH3:4]. (3) The catalyst class is: 35. Reactant: CC1C=CC(S(O[CH2:12][CH2:13][O:14][CH2:15][CH2:16][O:17][C:18]2[CH:23]=[CH:22][C:21]([O:24][CH2:25][C:26]3[CH:31]=[CH:30][CH:29]=[CH:28][CH:27]=3)=[C:20]([C:32]([NH:34][C:35]3[CH:36]=[N:37][CH:38]=[CH:39][CH:40]=3)=[O:33])[CH:19]=2)(=O)=O)=CC=1.[CH3:41][C:42]([O:45][C:46]([NH:48][C:49]([O:51][C:52]([CH3:55])([CH3:54])[CH3:53])=[O:50])=[O:47])([CH3:44])[CH3:43].C([O-])([O-])=O.[Cs+].[Cs+]. Product: [C:26]1([CH2:25][O:24][C:21]2[CH:22]=[CH:23][C:18]([O:17][CH2:16][CH2:15][O:14][CH2:13][CH2:12][N:48]([C:49]([O:51][C:52]([CH3:55])([CH3:54])[CH3:53])=[O:50])[C:46]([O:45][C:42]([CH3:41])([CH3:43])[CH3:44])=[O:47])=[CH:19][C:20]=2[C:32]([NH:34][C:35]2[CH:36]=[N:37][CH:38]=[CH:39][CH:40]=2)=[O:33])[CH:27]=[CH:28][CH:29]=[CH:30][CH:31]=1. (4) Reactant: [Br:1][C:2]1[CH:20]=[CH:19][C:5]([C:6]([NH:8][NH:9][C:10](=[O:18])[C:11]2[CH:16]=[CH:15][C:14]([Br:17])=[CH:13][CH:12]=2)=O)=[CH:4][CH:3]=1.O=P(Cl)(Cl)Cl.O. Product: [Br:1][C:2]1[CH:20]=[CH:19][C:5]([C:6]2[O:18][C:10]([C:11]3[CH:16]=[CH:15][C:14]([Br:17])=[CH:13][CH:12]=3)=[N:9][N:8]=2)=[CH:4][CH:3]=1. The catalyst class is: 11.